This data is from Catalyst prediction with 721,799 reactions and 888 catalyst types from USPTO. The task is: Predict which catalyst facilitates the given reaction. (1) Reactant: [N+:1]([C:4]1[S:8][CH:7]=[C:6]([C:9]2[CH:14]=[CH:13][N:12]=[CH:11][N:10]=2)[CH:5]=1)([O-])=O.[H][H].[ClH:17].O1CCOCC1. The catalyst class is: 582. Product: [ClH:17].[N:12]1[CH:13]=[CH:14][C:9]([C:6]2[CH:5]=[C:4]([NH2:1])[S:8][CH:7]=2)=[N:10][CH:11]=1. (2) Reactant: [CH3:1][C:2]1([CH3:28])[CH2:7][CH:6]([NH:8][C:9]2[N:14]=[C:13]([C:15]3[S:19][C:18]([CH2:20][NH:21][CH2:22][CH2:23][C:24]#[N:25])=[CH:17][CH:16]=3)[CH:12]=[CH:11][N:10]=2)[CH2:5][C:4]([CH3:27])([CH3:26])[NH:3]1.C(N(CC)CC)C.[C:36](OC(=O)C)(=[O:38])[CH3:37]. Product: [C:24]([CH2:23][CH2:22][N:21]([CH2:20][C:18]1[S:19][C:15]([C:13]2[CH:12]=[CH:11][N:10]=[C:9]([NH:8][CH:6]3[CH2:5][C:4]([CH3:27])([CH3:26])[NH:3][C:2]([CH3:28])([CH3:1])[CH2:7]3)[N:14]=2)=[CH:16][CH:17]=1)[C:36](=[O:38])[CH3:37])#[N:25]. The catalyst class is: 20.